Dataset: Forward reaction prediction with 1.9M reactions from USPTO patents (1976-2016). Task: Predict the product of the given reaction. (1) Given the reactants C=O.Cl.[Br:4][C:5]1[CH:10]=[CH:9][C:8]([NH:11][C@@H:12]2[CH2:17][CH2:16][NH:15][CH2:14][C@H:13]2[OH:18])=[C:7]([N+:19]([O-:21])=[O:20])[CH:6]=1.[C:22](O)(=O)C.C([BH3-])#N.[Na+], predict the reaction product. The product is: [Br:4][C:5]1[CH:10]=[CH:9][C:8]([NH:11][C@@H:12]2[CH2:17][CH2:16][N:15]([CH3:22])[CH2:14][C@H:13]2[OH:18])=[C:7]([N+:19]([O-:21])=[O:20])[CH:6]=1. (2) Given the reactants Br.[CH3:2][C:3]1[N:7]([CH:8]2[CH2:14][CH:13]3[N:15]([CH2:16][CH2:17][C:18]4([C:24]5[CH:25]=[C:26]([OH:30])[CH:27]=[CH:28][CH:29]=5)[CH2:23][CH2:22][NH:21][CH2:20][CH2:19]4)[CH:10]([CH2:11][CH2:12]3)[CH2:9]2)[C:6]2[CH:31]=[CH:32][CH:33]=[CH:34][C:5]=2[N:4]=1.C(N(CC)CC)C.[CH3:42][C:43]([CH3:48])([CH3:47])[C:44](Cl)=[O:45], predict the reaction product. The product is: [CH3:42][C:43]([CH3:48])([CH3:47])[C:44]([N:21]1[CH2:20][CH2:19][C:18]([C:24]2[CH:25]=[C:26]([OH:30])[CH:27]=[CH:28][CH:29]=2)([CH2:17][CH2:16][N:15]2[C@H:13]3[CH2:12][CH2:11][C@@H:10]2[CH2:9][CH:8]([N:7]2[C:6]4[CH:31]=[CH:32][CH:33]=[CH:34][C:5]=4[N:4]=[C:3]2[CH3:2])[CH2:14]3)[CH2:23][CH2:22]1)=[O:45]. (3) Given the reactants [F:1][C:2]1[CH:7]=[CH:6][C:5]([N:8]2[C:16]3[CH:15]=[C:14]4[CH2:17][CH2:18][CH2:19][C@H:20]5[CH2:25][C@:24]([O:30][Si:31]([CH2:36][CH3:37])([CH2:34][CH3:35])[CH2:32][CH3:33])([C:26]([F:29])([F:28])[F:27])[CH2:23][CH2:22][C@:21]5([C:38]#N)[C:13]4=[CH:12][C:11]=3[CH:10]=[N:9]2)=[CH:4][CH:3]=1.[F:40][C:41]1[CH:46]=[CH:45][C:44]([N:47]2[C:55]3[CH:54]=[C:53]4[CH2:56][CH2:57][CH2:58][C@@H:59]5[CH2:64][C@@:63]([O:69][Si:70]([CH2:75][CH3:76])([CH2:73][CH3:74])[CH2:71][CH3:72])([C:65]([F:68])([F:67])[F:66])[CH2:62][CH2:61][C@@:60]5([C:77]#N)[C:52]4=[CH:51][C:50]=3[CH:49]=[N:48]2)=[CH:43][CH:42]=1.CC(C[AlH]CC(C)C)C, predict the reaction product. The product is: [F:1][C:2]1[CH:7]=[CH:6][C:5]([N:8]2[C:16]3[CH:15]=[C:14]4[CH2:17][CH2:18][CH2:19][C@H:20]5[CH2:25][C@:24]([O:30][Si:31]([CH2:32][CH3:33])([CH2:36][CH3:37])[CH2:34][CH3:35])([C:26]([F:29])([F:27])[F:28])[CH2:23][CH2:22][C@:21]5([CH:38]=[O:69])[C:13]4=[CH:12][C:11]=3[CH:10]=[N:9]2)=[CH:4][CH:3]=1.[F:40][C:41]1[CH:46]=[CH:45][C:44]([N:47]2[C:55]3[CH:54]=[C:53]4[CH2:56][CH2:57][CH2:58][C@@H:59]5[CH2:64][C@@:63]([O:69][Si:70]([CH2:71][CH3:72])([CH2:75][CH3:76])[CH2:73][CH3:74])([C:65]([F:68])([F:66])[F:67])[CH2:62][CH2:61][C@@:60]5([CH:77]=[O:30])[C:52]4=[CH:51][C:50]=3[CH:49]=[N:48]2)=[CH:43][CH:42]=1. (4) Given the reactants C[N:2]([CH:4]=[N:5][C:6]([C:8]1[S:9][C:10]([CH2:25][CH3:26])=[C:11]([C:23]#[N:24])[C:12]=1[C:13]1[CH:18]=[CH:17][C:16]([C:19]([CH3:22])([CH3:21])[CH3:20])=[CH:15][CH:14]=1)=O)C.O.[NH2:28]N, predict the reaction product. The product is: [C:19]([C:16]1[CH:17]=[CH:18][C:13]([C:12]2[C:11]([C:23]#[N:24])=[C:10]([CH2:25][CH3:26])[S:9][C:8]=2[C:6]2[NH:28][N:2]=[CH:4][N:5]=2)=[CH:14][CH:15]=1)([CH3:20])([CH3:22])[CH3:21]. (5) Given the reactants [CH3:1][O:2][C:3](=[O:23])[CH2:4][C:5]1[CH:6]=[C:7]([C:13]2[CH:18]=[C:17]([O:19][CH3:20])[CH:16]=[CH:15][C:14]=2[CH:21]=O)[C:8]([O:11][CH3:12])=[CH:9][CH:10]=1.[CH2:24]([NH2:26])[CH3:25], predict the reaction product. The product is: [CH3:1][O:2][C:3](=[O:23])[CH2:4][C:5]1[CH:6]=[C:7]([C:13]2[CH:18]=[C:17]([O:19][CH3:20])[CH:16]=[CH:15][C:14]=2[CH2:21][NH:26][CH2:24][CH3:25])[C:8]([O:11][CH3:12])=[CH:9][CH:10]=1. (6) Given the reactants [C:1]([C:5]1[CH:10]=[CH:9][C:8]([S:11]([N:14]([CH2:24][C:25](O)=[O:26])[C:15]2[CH:20]=[CH:19][CH:18]=[C:17]([N:21]([CH3:23])[CH3:22])[CH:16]=2)(=[O:13])=[O:12])=[CH:7][CH:6]=1)([CH3:4])([CH3:3])[CH3:2].[CH2:28]([NH:30][CH2:31][C:32]1[NH:33][CH:34]=[CH:35][N:36]=1)[CH3:29], predict the reaction product. The product is: [C:1]([C:5]1[CH:6]=[CH:7][C:8]([S:11]([N:14]([C:15]2[CH:20]=[CH:19][CH:18]=[C:17]([N:21]([CH3:22])[CH3:23])[CH:16]=2)[CH2:24][C:25]([N:30]([CH2:28][CH3:29])[CH2:31][C:32]2[NH:33][CH:34]=[CH:35][N:36]=2)=[O:26])(=[O:12])=[O:13])=[CH:9][CH:10]=1)([CH3:3])([CH3:2])[CH3:4]. (7) Given the reactants Br[C:2]1[CH:7]=[CH:6][CH:5]=[CH:4][C:3]=1[S:8][CH3:9].[CH3:10][C@H:11]1[NH:16][CH2:15][CH2:14][N:13]([CH2:17][C:18]2[CH:23]=[CH:22][CH:21]=[CH:20][CH:19]=2)[CH2:12]1, predict the reaction product. The product is: [CH2:17]([N:13]1[CH2:14][CH2:15][N:16]([C:2]2[CH:7]=[CH:6][CH:5]=[CH:4][C:3]=2[S:8][CH3:9])[C@H:11]([CH3:10])[CH2:12]1)[C:18]1[CH:19]=[CH:20][CH:21]=[CH:22][CH:23]=1. (8) Given the reactants [OH:1][CH2:2][C:3]([CH3:27])([CH3:26])[CH2:4][NH:5][C:6]([C:8]1[C:16]2[C:11](=[N:12][CH:13]=[C:14](Br)[N:15]=2)[N:10]([CH2:18][O:19][CH2:20][CH2:21][Si:22]([CH3:25])([CH3:24])[CH3:23])[CH:9]=1)=[O:7].C(=O)([O-])[O-].[K+].[K+].[CH3:34][C:35]1([CH3:40])[CH2:39][CH2:38][NH:37][CH2:36]1.N1CCCC1C(O)=O, predict the reaction product. The product is: [OH:1][CH2:2][C:3]([CH3:27])([CH3:26])[CH2:4][NH:5][C:6]([C:8]1[C:16]2[C:11](=[N:12][CH:13]=[C:14]([N:37]3[CH2:38][CH2:39][C:35]([CH3:40])([CH3:34])[CH2:36]3)[N:15]=2)[N:10]([CH2:18][O:19][CH2:20][CH2:21][Si:22]([CH3:25])([CH3:24])[CH3:23])[CH:9]=1)=[O:7]. (9) Given the reactants [O:1]1[C:5]2[CH:6]=[CH:7][C:8]([C:10]3([C:13]([NH:15][C:16]4[CH:21]=[CH:20][C:19]([CH3:22])=[C:18](Br)[CH:17]=4)=[O:14])[CH2:12][CH2:11]3)=[CH:9][C:4]=2[O:3][CH2:2]1.B([C:27]1[CH:35]=[CH:34][C:30]([C:31]([OH:33])=[O:32])=[CH:29][CH:28]=1)(O)O.C([O-])([O-])=O.[K+].[K+], predict the reaction product. The product is: [O:1]1[C:5]2[CH:6]=[CH:7][C:8]([C:10]3([C:13]([NH:15][C:16]4[CH:21]=[CH:20][C:19]([CH3:22])=[C:18]([C:27]5[CH:35]=[CH:34][C:30]([C:31]([OH:33])=[O:32])=[CH:29][CH:28]=5)[CH:17]=4)=[O:14])[CH2:12][CH2:11]3)=[CH:9][C:4]=2[O:3][CH2:2]1. (10) The product is: [Si:14]([O:15][CH2:16][CH2:17][C:18]1[CH:22]=[N:21][N:20]([C:2]2[CH:7]=[C:6]([C:8]#[N:9])[CH:5]=[CH:4][N:3]=2)[CH:19]=1)([C:10]([CH3:11])([CH3:13])[CH3:12])([CH3:23])[CH3:24]. Given the reactants Cl[C:2]1[CH:7]=[C:6]([C:8]#[N:9])[CH:5]=[CH:4][N:3]=1.[C:10]([Si:14]([CH3:24])([CH3:23])[O:15][CH2:16][CH2:17][C:18]1[CH:19]=[N:20][NH:21][CH:22]=1)([CH3:13])([CH3:12])[CH3:11].O, predict the reaction product.